This data is from Forward reaction prediction with 1.9M reactions from USPTO patents (1976-2016). The task is: Predict the product of the given reaction. (1) Given the reactants C([O:8][C:9](=O)[CH:10]([N:14]1[CH:18]=[CH:17][C:16]([C:19]([F:22])([F:21])[F:20])=[N:15]1)[C:11](=O)[CH3:12])C1C=CC=CC=1.[NH2:24][NH2:25].[Cl-].[NH4+], predict the reaction product. The product is: [CH3:12][C:11]1[C:10]([N:14]2[CH:18]=[CH:17][C:16]([C:19]([F:22])([F:21])[F:20])=[N:15]2)=[C:9]([OH:8])[NH:24][N:25]=1. (2) Given the reactants C([O:8][CH2:9][CH2:10][CH2:11][C:12]1[N:13]=[C:14]([CH3:24])[C:15]([C:19]([O:21][CH2:22][CH3:23])=[O:20])=[N:16][C:17]=1[OH:18])C1C=CC=CC=1, predict the reaction product. The product is: [OH:18][C:17]1[N:16]=[C:15]([C:19]([O:21][CH2:22][CH3:23])=[O:20])[C:14]([CH3:24])=[N:13][C:12]=1[CH2:11][CH2:10][CH2:9][OH:8]. (3) Given the reactants [Br:1][C:2]1[S:6][C:5]([C:7](=[NH:11])OCC)=[C:4]([C:12]2[CH:17]=[CH:16][C:15]([Cl:18])=[CH:14][C:13]=2[Cl:19])[C:3]=1[C:20]#[N:21].Cl.Cl.N[CH:25]([CH2:30][NH2:31])[C:26]([O:28][CH3:29])=[O:27], predict the reaction product. The product is: [Br:1][C:2]1[S:6][C:5]([C:7]2[NH:11][CH:25]([C:26]([O:28][CH3:29])=[O:27])[CH2:30][N:31]=2)=[C:4]([C:12]2[CH:17]=[CH:16][C:15]([Cl:18])=[CH:14][C:13]=2[Cl:19])[C:3]=1[C:20]#[N:21]. (4) Given the reactants [CH3:1][C@@:2]1([OH:20])[C@H:6]([OH:7])[C@@H:5]([CH2:8][OH:9])[O:4][C@H:3]1[N:10]1[C:19]2[N:18]=C[N:16]=[C:14]([NH2:15])[C:13]=2[N:12]=[CH:11]1.OO.C1C=CC(CBr)=CC=1.[OH-].[Na+].N.CO.[N:36]([O-])=O.[Na+], predict the reaction product. The product is: [CH3:1][C@@:2]1([OH:20])[C@H:6]([OH:7])[C@@H:5]([CH2:8][OH:9])[O:4][C@H:3]1[N:10]1[C:19]2[N:18]=[N:36][N:16]=[C:14]([NH2:15])[C:13]=2[N:12]=[CH:11]1. (5) Given the reactants [C:1]([O:5][C:6](=[O:13])[CH2:7][CH2:8][CH2:9][C:10](O)=[O:11])([CH3:4])([CH3:3])[CH3:2].C(Cl)(=O)C([Cl:17])=O, predict the reaction product. The product is: [Cl:17][C:10](=[O:11])[CH2:9][CH2:8][CH2:7][C:6]([O:5][C:1]([CH3:4])([CH3:3])[CH3:2])=[O:13]. (6) Given the reactants [O:1]=[C:2]([C:9]1[CH:10]=[C:11]2[CH:17]=[CH:16][O:15][C:12]2=[CH:13][N:14]=1)[CH2:3]C(OCC)=O.S(=O)(=O)(O)O.[OH-].[Na+], predict the reaction product. The product is: [C:2]([C:9]1[CH:10]=[C:11]2[CH:17]=[CH:16][O:15][C:12]2=[CH:13][N:14]=1)(=[O:1])[CH3:3]. (7) Given the reactants [CH3:1][O:2][C:3]1[CH:4]=[C:5]2[C:9](=[CH:10][CH:11]=1)[NH:8][CH:7]=[C:6]2[CH2:12][C:13]#[N:14].[CH3:15][C:16]([O:19][C:20](O[C:20]([O:19][C:16]([CH3:18])([CH3:17])[CH3:15])=[O:21])=[O:21])([CH3:18])[CH3:17], predict the reaction product. The product is: [C:13]([CH2:12][C:6]1[C:5]2[C:9](=[CH:10][CH:11]=[C:3]([O:2][CH3:1])[CH:4]=2)[N:8]([C:20]([O:19][C:16]([CH3:18])([CH3:17])[CH3:15])=[O:21])[CH:7]=1)#[N:14].